Predict the product of the given reaction. From a dataset of Forward reaction prediction with 1.9M reactions from USPTO patents (1976-2016). (1) Given the reactants [CH2:1]([O:19][CH:20]([O:34][CH2:35][CH2:36][CH2:37][CH2:38][CH2:39][CH2:40][CH2:41][CH2:42]/[CH:43]=[CH:44]\[CH2:45]/[CH:46]=[CH:47]\[CH2:48][CH2:49][CH2:50][CH2:51][CH3:52])[C@@H:21]1[CH2:25][C@@H:24]([OH:26])[CH2:23][N:22]1C(OC(C)(C)C)=O)[CH2:2][CH2:3][CH2:4][CH2:5][CH2:6][CH2:7][CH2:8]/[CH:9]=[CH:10]\[CH2:11]/[CH:12]=[CH:13]\[CH2:14][CH2:15][CH2:16][CH2:17][CH3:18].Cl, predict the reaction product. The product is: [CH2:1]([O:19][CH:20]([O:34][CH2:35][CH2:36][CH2:37][CH2:38][CH2:39][CH2:40][CH2:41][CH2:42]/[CH:43]=[CH:44]\[CH2:45]/[CH:46]=[CH:47]\[CH2:48][CH2:49][CH2:50][CH2:51][CH3:52])[C@H:21]1[NH:22][CH2:23][C@H:24]([OH:26])[CH2:25]1)[CH2:2][CH2:3][CH2:4][CH2:5][CH2:6][CH2:7][CH2:8]/[CH:9]=[CH:10]\[CH2:11]/[CH:12]=[CH:13]\[CH2:14][CH2:15][CH2:16][CH2:17][CH3:18]. (2) Given the reactants [Cl:1][C:2]1[C:3]([C:9]2[CH:14]=[CH:13][CH:12]=[C:11]([N:15]([CH2:23][C:24]3([O:30][CH3:31])[CH2:29][CH2:28][O:27][CH2:26][CH2:25]3)C(=O)OC(C)(C)C)[N:10]=2)=[CH:4][C:5]([F:8])=[N:6][CH:7]=1.FC(F)(F)C(O)=O, predict the reaction product. The product is: [Cl:1][C:2]1[C:3]([C:9]2[CH:14]=[CH:13][CH:12]=[C:11]([NH:15][CH2:23][C:24]3([O:30][CH3:31])[CH2:29][CH2:28][O:27][CH2:26][CH2:25]3)[N:10]=2)=[CH:4][C:5]([F:8])=[N:6][CH:7]=1. (3) Given the reactants Cl[C:2]1[C:7]([N+:8]([O-:10])=[O:9])=[CH:6][CH:5]=[CH:4][C:3]=1[CH3:11].[CH2:12]([NH2:15])[CH2:13][CH3:14], predict the reaction product. The product is: [CH3:11][C:3]1[CH:4]=[CH:5][CH:6]=[C:7]([N+:8]([O-:10])=[O:9])[C:2]=1[NH:15][CH2:12][CH2:13][CH3:14]. (4) Given the reactants [O:1]1[C:5]2[CH:6]=[CH:7][C:8]([CH2:10][CH:11]([CH3:18])[CH2:12][C:13]([O:15]CC)=[O:14])=[CH:9][C:4]=2[O:3][CH2:2]1.Cl, predict the reaction product. The product is: [O:1]1[C:5]2[CH:6]=[CH:7][C:8]([CH2:10][CH:11]([CH3:18])[CH2:12][C:13]([OH:15])=[O:14])=[CH:9][C:4]=2[O:3][CH2:2]1. (5) The product is: [Cl:1][C:2]1[CH:7]=[CH:6][C:5]([F:8])=[CH:4][N+:3]=1[O-:28]. Given the reactants [Cl:1][C:2]1[CH:7]=[CH:6][C:5]([F:8])=[CH:4][N:3]=1.F[B-](F)(F)F.ClC1C=CC([N+]#N)=CN=1.OO.FC(F)(F)C(O)=[O:28], predict the reaction product.